From a dataset of Forward reaction prediction with 1.9M reactions from USPTO patents (1976-2016). Predict the product of the given reaction. (1) Given the reactants [Cl:1][C:2]1[N:3]([CH2:10][C:11]([OH:25])([CH3:24])[CH2:12]OS(C2C=CC(C)=CC=2)(=O)=O)[CH:4]=[C:5]([N+:7]([O-:9])=[O:8])[N:6]=1.[F:26][C:27]([F:42])([F:41])[C:28]1[CH:40]=[CH:39][C:31]([O:32][CH:33]2[CH2:38][CH2:37][NH:36][CH2:35][CH2:34]2)=[CH:30][CH:29]=1.[I-].[Na+].C(N(CC)CC)C, predict the reaction product. The product is: [Cl:1][C:2]1[N:3]([CH2:10][C:11]([CH3:24])([OH:25])[CH2:12][N:36]2[CH2:35][CH2:34][CH:33]([O:32][C:31]3[CH:30]=[CH:29][C:28]([C:27]([F:26])([F:41])[F:42])=[CH:40][CH:39]=3)[CH2:38][CH2:37]2)[CH:4]=[C:5]([N+:7]([O-:9])=[O:8])[N:6]=1. (2) Given the reactants Br[CH:2]1[C:20](=O)[C:7]2=[CH:8][N:9]([CH2:11][C:12]3[CH:17]=[CH:16][C:15]([O:18][CH3:19])=[CH:14][CH:13]=3)[N:10]=[C:6]2[CH2:5][C:4]([F:23])([F:22])[CH2:3]1.[CH3:24][C:25]1[CH:30]=[CH:29][N:28]=[C:27]([NH:31][C:32]([NH2:34])=[S:33])[N:26]=1, predict the reaction product. The product is: [F:22][C:4]1([F:23])[CH2:5][C:6]2[C:7](=[CH:8][N:9]([CH2:11][C:12]3[CH:17]=[CH:16][C:15]([O:18][CH3:19])=[CH:14][CH:13]=3)[N:10]=2)[C:20]2[N:34]=[C:32]([NH:31][C:27]3[N:26]=[C:25]([CH3:24])[CH:30]=[CH:29][N:28]=3)[S:33][C:2]=2[CH2:3]1.